Dataset: Full USPTO retrosynthesis dataset with 1.9M reactions from patents (1976-2016). Task: Predict the reactants needed to synthesize the given product. Given the product [CH2:14]([O:16][C:17]([C:19]1[N:24]=[CH:23][C:22]2[CH:25]=[C:26]([C:4]3[CH:5]=[CH:6][CH:7]=[CH:8][C:3]=3[C:2]([F:13])([F:12])[F:1])[S:27][C:21]=2[C:20]=1[OH:29])=[O:18])[CH3:15], predict the reactants needed to synthesize it. The reactants are: [F:1][C:2]([F:13])([F:12])[C:3]1[CH:8]=[CH:7][CH:6]=[CH:5][C:4]=1B(O)O.[CH2:14]([O:16][C:17]([C:19]1[N:24]=[CH:23][C:22]2[CH:25]=[C:26](Br)[S:27][C:21]=2[C:20]=1[OH:29])=[O:18])[CH3:15].